From a dataset of Merck oncology drug combination screen with 23,052 pairs across 39 cell lines. Regression. Given two drug SMILES strings and cell line genomic features, predict the synergy score measuring deviation from expected non-interaction effect. (1) Drug 1: CCN(CC)CCNC(=O)c1c(C)[nH]c(C=C2C(=O)Nc3ccc(F)cc32)c1C. Drug 2: NC1CCCCC1N.O=C(O)C(=O)O.[Pt+2]. Cell line: COLO320DM. Synergy scores: synergy=3.19. (2) Drug 1: COc1cccc2c1C(=O)c1c(O)c3c(c(O)c1C2=O)CC(O)(C(=O)CO)CC3OC1CC(N)C(O)C(C)O1. Drug 2: NC(=O)c1cccc2cn(-c3ccc(C4CCCNC4)cc3)nc12. Cell line: SKOV3. Synergy scores: synergy=-17.7. (3) Drug 1: CC(=O)OC1C(=O)C2(C)C(O)CC3OCC3(OC(C)=O)C2C(OC(=O)c2ccccc2)C2(O)CC(OC(=O)C(O)C(NC(=O)c3ccccc3)c3ccccc3)C(C)=C1C2(C)C. Drug 2: O=C(O)C1(Cc2cccc(Nc3nccs3)n2)CCC(Oc2cccc(Cl)c2F)CC1. Cell line: COLO320DM. Synergy scores: synergy=21.7. (4) Drug 1: O=P1(N(CCCl)CCCl)NCCCO1. Drug 2: COC1CC2CCC(C)C(O)(O2)C(=O)C(=O)N2CCCCC2C(=O)OC(C(C)CC2CCC(OP(C)(C)=O)C(OC)C2)CC(=O)C(C)C=C(C)C(O)C(OC)C(=O)C(C)CC(C)C=CC=CC=C1C. Cell line: NCIH520. Synergy scores: synergy=15.5.